This data is from Catalyst prediction with 721,799 reactions and 888 catalyst types from USPTO. The task is: Predict which catalyst facilitates the given reaction. (1) Reactant: [CH2:1]([N:8]1[C:13](=[O:14])[C:12](Cl)=[C:11]([Cl:16])[CH:10]=[N:9]1)[C:2]1[CH:7]=[CH:6][CH:5]=[CH:4][CH:3]=1.[CH3:17][O-:18].[Na+].CO. Product: [CH2:1]([N:8]1[C:13](=[O:14])[C:12]([O:18][CH3:17])=[C:11]([Cl:16])[CH:10]=[N:9]1)[C:2]1[CH:7]=[CH:6][CH:5]=[CH:4][CH:3]=1. The catalyst class is: 12. (2) Reactant: [N:1]([CH2:4][CH:5]1[CH2:9][C:8]2[CH:10]=[CH:11][C:12]([F:21])=[C:13]([C:14]3[CH:19]=[CH:18][CH:17]=[CH:16][C:15]=3[Cl:20])[C:7]=2[O:6]1)=[N+]=[N-].C1(P(C2C=CC=CC=2)C2C=CC=CC=2)C=CC=CC=1. Product: [F:21][C:12]1[CH:11]=[CH:10][C:8]2[CH2:9][CH:5]([CH2:4][NH2:1])[O:6][C:7]=2[C:13]=1[C:14]1[CH:19]=[CH:18][CH:17]=[CH:16][C:15]=1[Cl:20]. The catalyst class is: 7.